This data is from Catalyst prediction with 721,799 reactions and 888 catalyst types from USPTO. The task is: Predict which catalyst facilitates the given reaction. Reactant: [CH3:1][N:2]([CH3:18])[C:3](=O)[C@@H:4]1[CH2:8][CH2:7][CH2:6][N:5]1[C:9]([C:11]1[CH:16]=[CH:15][CH:14]=[CH:13][CH:12]=1)=O.[H-].[H-].[H-].[H-].[Li+].[Al+3]. Product: [CH3:1][N:2]([CH3:18])[CH2:3][C@@H:4]1[CH2:8][CH2:7][CH2:6][N:5]1[CH2:9][C:11]1[CH:16]=[CH:15][CH:14]=[CH:13][CH:12]=1. The catalyst class is: 1.